From a dataset of Full USPTO retrosynthesis dataset with 1.9M reactions from patents (1976-2016). Predict the reactants needed to synthesize the given product. (1) Given the product [F:16][C:17]1([F:24])[CH2:23][N:22]([C:9]([O:11][C:12]([CH3:13])([CH3:14])[CH3:15])=[O:10])[CH2:21][CH2:20][NH:19][CH2:18]1, predict the reactants needed to synthesize it. The reactants are: [C:9](O[C:9]([O:11][C:12]([CH3:15])([CH3:14])[CH3:13])=[O:10])([O:11][C:12]([CH3:15])([CH3:14])[CH3:13])=[O:10].[F:16][C:17]1([F:24])[CH2:23][NH:22][CH2:21][CH2:20][NH:19][CH2:18]1.CCN(C(C)C)C(C)C. (2) The reactants are: [C:1]([O:7][CH2:8][CH3:9])(=[O:6])[CH2:2][C:3]([OH:5])=O.C([Li])CCC.[CH3:15][N:16]1[CH:20]=[CH:19][C:18](C(Cl)=O)=[N:17]1.C(OCC)(=O)C. Given the product [CH3:15][N:16]1[CH:20]=[CH:19][C:18]([C:3](=[O:5])[CH2:2][C:1]([O:7][CH2:8][CH3:9])=[O:6])=[N:17]1, predict the reactants needed to synthesize it. (3) Given the product [Cl:1][C:2]1[CH:9]=[CH:8][CH:7]=[C:6]([I:10])[C:3]=1[CH:4]=[C:11]([Br:13])[Br:12], predict the reactants needed to synthesize it. The reactants are: [Cl:1][C:2]1[CH:9]=[CH:8][CH:7]=[C:6]([I:10])[C:3]=1[CH:4]=O.[C:11](Br)(Br)([Br:13])[Br:12].C1(P(C2C=CC=CC=2)C2C=CC=CC=2)C=CC=CC=1. (4) Given the product [N:28]([C@H:12]1[CH2:13][CH2:14][CH2:15][C@@H:9]([O:8][C:7]([C:22]2[CH:27]=[CH:26][CH:25]=[CH:24][CH:23]=2)([C:16]2[CH:21]=[CH:20][CH:19]=[CH:18][CH:17]=2)[C:1]2[CH:6]=[CH:5][CH:4]=[CH:3][CH:2]=2)[C@@H:10]1[OH:11])=[N+:29]=[N-:30], predict the reactants needed to synthesize it. The reactants are: [C:1]1([C:7]([C:22]2[CH:27]=[CH:26][CH:25]=[CH:24][CH:23]=2)([C:16]2[CH:21]=[CH:20][CH:19]=[CH:18][CH:17]=2)[O:8][C@@H:9]2[CH2:15][CH2:14][CH2:13][C@@H:12]3[C@H:10]2[O:11]3)[CH:6]=[CH:5][CH:4]=[CH:3][CH:2]=1.[N-:28]=[N+:29]=[N-:30].[Na+]. (5) Given the product [OH:1][C@@:2]1([CH2:60][O:61][CH3:62])[CH2:7][CH2:6][CH2:5][CH2:4][C@H:3]1[N:8]1[C:12]([C:13]2[CH:14]=[CH:15][CH:16]=[CH:17][CH:18]=2)=[C:11]([C:19]([N:21]2[CH2:26][CH2:25][N:24]([C:27]([O:29][CH2:30][C:31]3[CH:32]=[CH:33][CH:34]=[CH:35][CH:36]=3)=[O:28])[CH2:23][C@H:22]2[CH2:37][CH2:38][NH:39][C:52]2[CH:57]=[CH:56][CH:55]=[CH:54][C:53]=2[O:58][CH3:59])=[O:20])[N:10]=[CH:9]1, predict the reactants needed to synthesize it. The reactants are: [OH:1][C@@:2]1([CH2:60][O:61][CH3:62])[CH2:7][CH2:6][CH2:5][CH2:4][C@H:3]1[N:8]1[C:12]([C:13]2[CH:18]=[CH:17][CH:16]=[CH:15][CH:14]=2)=[C:11]([C:19]([N:21]2[CH2:26][CH2:25][N:24]([C:27]([O:29][CH2:30][C:31]3[CH:36]=[CH:35][CH:34]=[CH:33][CH:32]=3)=[O:28])[CH2:23][C@H:22]2[CH2:37][CH2:38][N:39]([C:52]2[CH:57]=[CH:56][CH:55]=[CH:54][C:53]=2[O:58][CH3:59])S(C2C=CC=CC=2[N+]([O-])=O)(=O)=O)=[O:20])[N:10]=[CH:9]1.SCC(O)=O.O.[OH-].[Li+].C(=O)([O-])O.[Na+]. (6) Given the product [F:8][C:7]1[CH:6]=[CH:5][C:4]([O:9][C:17]2[CH:22]=[CH:21][N:20]=[C:19]([S:23][CH3:24])[N:18]=2)=[CH:3][C:2]=1[NH2:1], predict the reactants needed to synthesize it. The reactants are: [NH2:1][C:2]1[CH:3]=[C:4]([OH:9])[CH:5]=[CH:6][C:7]=1[F:8].CC(C)([O-])C.[K+].Cl[C:17]1[CH:22]=[CH:21][N:20]=[C:19]([S:23][CH3:24])[N:18]=1. (7) Given the product [C:21]([C:23](=[C:18]([C:14]1[CH:15]=[CH:16][CH:17]=[C:12]([O:11][CH3:10])[CH:13]=1)[CH3:19])[C:24]([O:26][CH2:27][CH3:28])=[O:25])#[N:22], predict the reactants needed to synthesize it. The reactants are: C[Si](C)(C)N[Si](C)(C)C.[CH3:10][O:11][C:12]1[CH:13]=[C:14]([C:18](=O)[CH3:19])[CH:15]=[CH:16][CH:17]=1.[C:21]([CH2:23][C:24]([O:26][CH2:27][CH3:28])=[O:25])#[N:22].C(Cl)Cl. (8) Given the product [F:23][C:21]1[CH:20]=[CH:19][C:18]([N+:24]([O-:26])=[O:25])=[C:17]([CH:22]=1)[NH:1][C:2]1[S:6][C:5]2[CH:7]=[CH:8][CH:9]=[CH:10][C:4]=2[C:3]=1[C:11]([O:13][CH2:14][CH3:15])=[O:12], predict the reactants needed to synthesize it. The reactants are: [NH2:1][C:2]1[S:6][C:5]2[CH:7]=[CH:8][CH:9]=[CH:10][C:4]=2[C:3]=1[C:11]([O:13][CH2:14][CH3:15])=[O:12].F[C:17]1[CH:22]=[C:21]([F:23])[CH:20]=[CH:19][C:18]=1[N+:24]([O-:26])=[O:25].C(=O)([O-])[O-].[K+].[K+].O. (9) Given the product [CH:1]1([CH2:7][N:8]2[C:16]3[C:11](=[CH:12][CH:13]=[CH:14][C:15]=3[O:17][CH3:18])[C:10]([C:19]3[S:20][C:21]([CH2:25][OH:26])=[C:22]([CH3:24])[N:23]=3)=[CH:9]2)[CH2:6][CH2:5][CH2:4][CH2:3][CH2:2]1, predict the reactants needed to synthesize it. The reactants are: [CH:1]1([CH2:7][N:8]2[C:16]3[C:11](=[CH:12][CH:13]=[CH:14][C:15]=3[O:17][CH3:18])[C:10]([C:19]3[S:20][C:21]([C:25](OCC)=[O:26])=[C:22]([CH3:24])[N:23]=3)=[CH:9]2)[CH2:6][CH2:5][CH2:4][CH2:3][CH2:2]1.[H-].[Al+3].[Li+].[H-].[H-].[H-].CO.